Dataset: NCI-60 drug combinations with 297,098 pairs across 59 cell lines. Task: Regression. Given two drug SMILES strings and cell line genomic features, predict the synergy score measuring deviation from expected non-interaction effect. (1) Drug 1: C1CN1P(=S)(N2CC2)N3CC3. Drug 2: CC(C)CN1C=NC2=C1C3=CC=CC=C3N=C2N. Cell line: SF-268. Synergy scores: CSS=3.23, Synergy_ZIP=-2.99, Synergy_Bliss=-0.321, Synergy_Loewe=-1.86, Synergy_HSA=-1.56. (2) Drug 1: C1=NC2=C(N1)C(=S)N=C(N2)N. Drug 2: CC(C)CN1C=NC2=C1C3=CC=CC=C3N=C2N. Cell line: SK-MEL-28. Synergy scores: CSS=-3.37, Synergy_ZIP=-2.35, Synergy_Bliss=-6.97, Synergy_Loewe=-10.00, Synergy_HSA=-9.09. (3) Drug 1: CCC1=C2CN3C(=CC4=C(C3=O)COC(=O)C4(CC)O)C2=NC5=C1C=C(C=C5)O. Drug 2: CC1=C(N=C(N=C1N)C(CC(=O)N)NCC(C(=O)N)N)C(=O)NC(C(C2=CN=CN2)OC3C(C(C(C(O3)CO)O)O)OC4C(C(C(C(O4)CO)O)OC(=O)N)O)C(=O)NC(C)C(C(C)C(=O)NC(C(C)O)C(=O)NCCC5=NC(=CS5)C6=NC(=CS6)C(=O)NCCC[S+](C)C)O. Cell line: DU-145. Synergy scores: CSS=62.3, Synergy_ZIP=-5.37, Synergy_Bliss=0.654, Synergy_Loewe=3.38, Synergy_HSA=4.08. (4) Drug 1: CN(C)C1=NC(=NC(=N1)N(C)C)N(C)C. Drug 2: CCN(CC)CCNC(=O)C1=C(NC(=C1C)C=C2C3=C(C=CC(=C3)F)NC2=O)C. Cell line: RPMI-8226. Synergy scores: CSS=-2.07, Synergy_ZIP=7.13, Synergy_Bliss=10.0, Synergy_Loewe=-4.76, Synergy_HSA=-0.128. (5) Drug 1: C1CCN(CC1)CCOC2=CC=C(C=C2)C(=O)C3=C(SC4=C3C=CC(=C4)O)C5=CC=C(C=C5)O. Drug 2: CCCS(=O)(=O)NC1=C(C(=C(C=C1)F)C(=O)C2=CNC3=C2C=C(C=N3)C4=CC=C(C=C4)Cl)F. Cell line: NCIH23. Synergy scores: CSS=7.18, Synergy_ZIP=2.08, Synergy_Bliss=-1.72, Synergy_Loewe=-5.47, Synergy_HSA=-6.88. (6) Drug 1: CN(CC1=CN=C2C(=N1)C(=NC(=N2)N)N)C3=CC=C(C=C3)C(=O)NC(CCC(=O)O)C(=O)O. Drug 2: CCN(CC)CCCC(C)NC1=C2C=C(C=CC2=NC3=C1C=CC(=C3)Cl)OC. Cell line: MCF7. Synergy scores: CSS=20.7, Synergy_ZIP=-12.5, Synergy_Bliss=-2.81, Synergy_Loewe=-14.6, Synergy_HSA=-1.76.